This data is from Catalyst prediction with 721,799 reactions and 888 catalyst types from USPTO. The task is: Predict which catalyst facilitates the given reaction. (1) Reactant: [C:1]([O:4][C:5](=[O:7])[CH3:6])(=O)[CH3:2].OCC1[CH:17]=[CH:16][CH:15]=[C:14]([N+:18]([O-:20])=[O:19])[C:11]=1[C:12]#[N:13].N1C=CC=CC=1. Product: [C:5]([O:4][CH2:1][C:2]1[CH:17]=[CH:16][CH:15]=[C:14]([N+:18]([O-:20])=[O:19])[C:11]=1[C:12]#[N:13])(=[O:7])[CH3:6]. The catalyst class is: 79. (2) Reactant: C1(C)C=CC([C@]([C@H](C(O)=O)O)(O)C(O)=O)=CC=1.[CH:18]([N:21]([CH2:25][CH2:26][CH:27]([C:34]1[CH:39]=[C:38]([Br:40])[CH:37]=[CH:36][C:35]=1[O:41][CH2:42][C:43]1[CH:48]=[CH:47][CH:46]=[CH:45][CH:44]=1)[C:28]1[CH:33]=[CH:32][CH:31]=[CH:30][CH:29]=1)[CH:22]([CH3:24])[CH3:23])([CH3:20])[CH3:19].[OH-].[Na+]. Product: [CH:18]([N:21]([CH2:25][CH2:26][C@@H:27]([C:34]1[CH:39]=[C:38]([Br:40])[CH:37]=[CH:36][C:35]=1[O:41][CH2:42][C:43]1[CH:44]=[CH:45][CH:46]=[CH:47][CH:48]=1)[C:28]1[CH:33]=[CH:32][CH:31]=[CH:30][CH:29]=1)[CH:22]([CH3:24])[CH3:23])([CH3:19])[CH3:20]. The catalyst class is: 6. (3) Reactant: C([O:8][C:9](=O)[C@@H:10]([NH:19][C:20]([O:22][C:23]([CH3:26])([CH3:25])[CH3:24])=[O:21])[CH2:11][CH2:12][C:13](=O)[CH2:14][CH2:15][CH:16]=[CH2:17])C1C=CC=CC=1.C1([SiH](C2C=CC=CC=2)C2C=CC=CC=2)C=CC=CC=1.FC1C(B(C2C(F)=C(F)C(F)=C(F)C=2F)C2C(F)=C(F)C(F)=C(F)C=2F)=C(F)C(F)=C(F)C=1F.C(OC(N1[C@@H](CCC=C)CC[C@H]1C(OCC1C=CC=CC=1)=O)=O)(C)(C)C.[H-].[Al+3].[Li+].[H-].[H-].[H-]. Product: [C:23]([O:22][C:20]([N:19]1[C@H:10]([CH2:9][OH:8])[CH2:11][CH2:12][C@@H:13]1[CH2:14][CH2:15][CH:16]=[CH2:17])=[O:21])([CH3:26])([CH3:25])[CH3:24]. The catalyst class is: 168. (4) Reactant: CC(C)([O-])C.[K+].Cl.[C:8]([NH2:11])(=[NH:10])[CH3:9].C[O:13][C:14]([CH:16]1[CH2:21][CH2:20][CH2:19][C:18]([CH3:28])([C:22]2[CH:27]=[CH:26][CH:25]=[CH:24][CH:23]=2)[C:17]1=O)=O. Product: [CH3:9][C:8]1[N:11]=[C:14]([OH:13])[C:16]2[CH2:21][CH2:20][CH2:19][C:18]([CH3:28])([C:22]3[CH:23]=[CH:24][CH:25]=[CH:26][CH:27]=3)[C:17]=2[N:10]=1. The catalyst class is: 8. (5) Reactant: [Mg].Br[CH2:3][CH2:4][CH2:5][CH2:6]Br.[OH:8][C:9]([C:18]([F:21])([F:20])[F:19])([C:14]([F:17])([F:16])[F:15])[C:10](OC)=[O:11].[Cl-].[NH4+]. Product: [OH:8][C:9]([C:10]1([OH:11])[CH2:6][CH2:5][CH2:4][CH2:3]1)([C:18]([F:21])([F:20])[F:19])[C:14]([F:17])([F:16])[F:15]. The catalyst class is: 7. (6) Reactant: Br[C:2]1[CH:9]=[CH:8][C:5]([C:6]#[N:7])=[C:4]([F:10])[CH:3]=1.C(=O)([O-])[O-].[Cs+].[Cs+].CC1(C)C2C=CC=C(P(C3C=CC=CC=3)C3C=CC=CC=3)C=2OC2C1=CC=CC=2P(C1C=CC=CC=1)C1C=CC=CC=1.[CH:59]1[C:71]2[NH:70][C:69]3[C:64](=[CH:65][CH:66]=[CH:67][CH:68]=3)[C:63]=2[C:62]([C:72]2[CH:73]=[CH:74][C:75]([CH2:78][OH:79])=[N:76][CH:77]=2)=[CH:61][CH:60]=1. Product: [F:10][C:4]1[CH:3]=[C:2]([N:70]2[C:71]3[CH:59]=[CH:60][CH:61]=[C:62]([C:72]4[CH:77]=[N:76][C:75]([CH2:78][OH:79])=[CH:74][CH:73]=4)[C:63]=3[C:64]3[C:69]2=[CH:68][CH:67]=[CH:66][CH:65]=3)[CH:9]=[CH:8][C:5]=1[C:6]#[N:7]. The catalyst class is: 160.